From a dataset of Forward reaction prediction with 1.9M reactions from USPTO patents (1976-2016). Predict the product of the given reaction. (1) Given the reactants [NH:1]([C:8]([NH:10][C:11]1[CH:12]=[CH:13][C:14]2[N:18]=[CH:17][N:16]([CH:19]([C:25]3[CH:30]=[CH:29][CH:28]=[CH:27][CH:26]=3)[CH2:20][C:21]([O:23]C)=[O:22])[C:15]=2[CH:31]=1)=[O:9])[C:2]1[CH:7]=[CH:6][CH:5]=[CH:4][CH:3]=1.[C:32](#[N:34])[CH3:33], predict the reaction product. The product is: [NH:1]([C:8]([NH:10][C:11]1[CH:12]=[CH:13][C:14]2[N:18]=[CH:17][N:16]([CH:19]([C:25]3[CH:26]=[CH:27][CH:28]=[CH:29][CH:30]=3)[CH2:20][C:21]([OH:23])=[O:22])[C:15]=2[CH:31]=1)=[O:9])[C:2]1[CH:7]=[CH:6][CH:5]=[CH:4][CH:3]=1.[NH2:34][C:32]1[CH:4]=[CH:3][CH:2]=[CH:7][C:33]=1[C:8]([NH:10][C:11]1[CH:12]=[CH:13][C:14]2[N:18]=[CH:17][N:16]([CH:19]([C:25]3[CH:26]=[CH:27][CH:28]=[CH:29][CH:30]=3)[CH2:20][C:21]([OH:23])=[O:22])[C:15]=2[CH:31]=1)=[O:9]. (2) Given the reactants [CH3:1][C:2]1[N:3]=[C:4]([C:10]2[CH:15]=[CH:14][C:13]([C:16]([F:19])([F:18])[F:17])=[CH:12][CH:11]=2)[S:5][C:6]=1[C:7](O)=[O:8].O, predict the reaction product. The product is: [CH3:1][C:2]1[N:3]=[C:4]([C:10]2[CH:11]=[CH:12][C:13]([C:16]([F:19])([F:17])[F:18])=[CH:14][CH:15]=2)[S:5][C:6]=1[CH2:7][OH:8].